Task: Binary Classification. Given a miRNA mature sequence and a target amino acid sequence, predict their likelihood of interaction.. Dataset: Experimentally validated miRNA-target interactions with 360,000+ pairs, plus equal number of negative samples (1) The miRNA is hsa-miR-1182 with sequence GAGGGUCUUGGGAGGGAUGUGAC. The protein sequence of the target gene is MAIQARRMPEDPSTACEDLKFFEKRLTEVITYMGPTCTRWRIAIVIFAVLVGVIGSKYFANEKIEIFQIPMIDMFLTTHLDFTLCFFVGLLLFAVFGVHRRIVAPTIVARRCRDALSPFSLSCDHNGKLIVKPAVRNSAP. Result: 0 (no interaction). (2) The miRNA is hsa-miR-3678-5p with sequence UCCGUACAAACUCUGCUGUG. The protein sequence of the target gene is MAPAPPPAASFTPAEVQRRLAAGACWVRRGASLYDLTSFVRHHPGGEQLLLARAGQDISADLDGPPHRHSDNARRWLEQYYVGELRADPQDPTENGAVASAETQKTDPALEPQFKVVDWDKDLVDWQKPLLWQVGHLGEKYDEWVHQPVARPIRLFHSDLIEAFSKTVWYSVPIIWVPLVLYLSWSYYRTLTQDNIRLFASLTREYSMMMPESVFIGLFVLGMLFWTFVEYVIHRFLFHMKPPSNSHYLIMLHFVMHGQHHKAPFDGSRLVFPPVPASLVIAFFYVFLRLILPETVGGII.... Result: 0 (no interaction). (3) The miRNA is rno-miR-23b-3p with sequence AUCACAUUGCCAGGGAUUACC. The protein sequence of the target gene is MSGRGAGGFPLPPLSPGGGAVAAALGAPPPPAGPGMLPGPALRGPGPAGGVGGPGAAAFRPMGPAGPAAQYQRPGMSPGNRMPMAGLQVGPPAGSPFGAAAPLRPGMPPTMMDPFRKRLLVPQAQPPMPAQRRGLKRRKMADKVLPQRIRELVPESQAYMDLLAFERKLDQTIARKRMEIQEAIKKPLTQKRKLRIYISNTFSPSKAEGDSAGTAGTPGGTPAGDKVASWELRVEGKLLDDPSKQKRKFSSFFKSLVIELDKELYGPDNHLVEWHRMPTTQETDGFQVKRPGDLNVKCTL.... Result: 0 (no interaction). (4) The miRNA is mmu-miR-1903 with sequence CCUUCUUCUUCUUCCUGAGACA. Result: 0 (no interaction). The protein sequence of the target gene is MGSEKEQRPEAHLPEEGEGAKPWRVDGSKDSQITPREDHGQESLLAGLHGTHPPKTRQKVTAQAGGPGDPMLFSSPETDEKLFICAQCGKTFNNTSNLRTHQRIHTGEKPYKCSECGKSFSRSSNRIRHERIHLEEKHYQCAKCQESFRRRSDLTTHQQDHLGQRPYRCDICGKSFTQSSTLAVHHRTHLEPAPYICCECGKSFSNSSSFGVHHRTHTGERPYECTECGRTFSDISNFGAHQRTHRGEKPYRCTLCGKHFSRSSNLIRHQKTHLGEQDEKDFS.